Dataset: Forward reaction prediction with 1.9M reactions from USPTO patents (1976-2016). Task: Predict the product of the given reaction. (1) Given the reactants Cl.Cl.C[O:4][C:5](=[O:55])[C@@H:6]([NH:22][C:23]([C@@H:25]1[CH2:34][C:33]2[CH:32]=[C:31]3[O:35][CH2:36][C@H:37]([C:39]4[CH:44]=[CH:43][C:42]([O:45][CH2:46][C:47]5[CH:52]=[CH:51][C:50]([Cl:53])=[C:49]([Cl:54])[CH:48]=5)=[CH:41][CH:40]=4)[O:38][C:30]3=[CH:29][C:28]=2[CH2:27][NH:26]1)=[O:24])[CH2:7][C:8]1[CH:13]=[CH:12][C:11]([C:14]2[CH:19]=[CH:18][N:17]=[C:16]([CH3:20])[C:15]=2[CH3:21])=[CH:10][CH:9]=1.[C:56](Cl)(=[O:58])[CH3:57], predict the reaction product. The product is: [C:56]([N:26]1[C@H:25]([C:23]([NH:22][C@@H:6]([CH2:7][C:8]2[CH:9]=[CH:10][C:11]([C:14]3[CH:19]=[CH:18][N:17]=[C:16]([CH3:20])[C:15]=3[CH3:21])=[CH:12][CH:13]=2)[C:5]([OH:4])=[O:55])=[O:24])[CH2:34][C:33]2[CH:32]=[C:31]3[O:35][CH2:36][C@H:37]([C:39]4[CH:40]=[CH:41][C:42]([O:45][CH2:46][C:47]5[CH:52]=[CH:51][C:50]([Cl:53])=[C:49]([Cl:54])[CH:48]=5)=[CH:43][CH:44]=4)[O:38][C:30]3=[CH:29][C:28]=2[CH2:27]1)(=[O:58])[CH3:57]. (2) Given the reactants Cl.[N:2]1([C:7](=[NH:9])[NH2:8])[CH:6]=[CH:5][CH:4]=N1.[F:10][C:11]([F:16])([F:15])[C:12]([OH:14])=[O:13].NCCC[CH2:21][O:22][C:23]1[C:24]2[N:37]([CH2:38][CH3:39])[C:36]([C:40]3[C:41]([NH2:45])=[N:42][O:43][N:44]=3)=[N:35][C:25]=2[C:26]([C:29]2[CH:34]=[CH:33][CH:32]=[CH:31][CH:30]=2)=[N:27][CH:28]=1.C(NC(C)C)(C)C, predict the reaction product. The product is: [F:10][C:11]([F:16])([F:15])[C:12]([OH:14])=[O:13].[NH2:45][C:41]1[C:40]([C:36]2[N:37]([CH2:38][CH3:39])[C:24]3[C:23]([O:22][CH2:21][CH2:4][CH2:5][CH2:6][NH:2][C:7]([NH2:8])=[NH:9])=[CH:28][N:27]=[C:26]([C:29]4[CH:34]=[CH:33][CH:32]=[CH:31][CH:30]=4)[C:25]=3[N:35]=2)=[N:44][O:43][N:42]=1. (3) Given the reactants [Cl:1][C:2]1[CH:7]=[C:6]([N:8]2[CH2:13][CH2:12][O:11][CH2:10][CH2:9]2)[N:5]=[C:4]([CH3:14])[C:3]=1[C:15]([OH:17])=O.F[P-](F)(F)(F)(F)F.N1(OC(N(C)C)=[N+](C)C)C2N=CC=CC=2N=N1.C(N(CC)CC)C.[CH3:49][C:50]([CH3:56])([CH3:55])[CH2:51][CH2:52][CH2:53][NH2:54], predict the reaction product. The product is: [Cl:1][C:2]1[CH:7]=[C:6]([N:8]2[CH2:9][CH2:10][O:11][CH2:12][CH2:13]2)[N:5]=[C:4]([CH3:14])[C:3]=1[C:15]([NH:54][CH2:53][CH2:52][CH2:51][C:50]([CH3:56])([CH3:55])[CH3:49])=[O:17]. (4) Given the reactants [N:1]1[CH:2]=[N:3][N:4]2[CH:9]=[C:8]([C:10]3[N:11]=[C:12]([CH:22]=O)[NH:13][C:14]=3[C:15]3[CH:20]=[CH:19][CH:18]=[C:17]([CH3:21])[N:16]=3)[CH:7]=[CH:6][C:5]=12.[NH2:24][C:25]1[CH:26]=[C:27]([CH:30]=[CH:31][C:32]=1[CH2:33][N:34]([CH3:36])[CH3:35])[C:28]#[N:29].CC(O)=O.[BH4-].[Na+].Cl, predict the reaction product. The product is: [N:1]1[CH:2]=[N:3][N:4]2[CH:9]=[C:8]([C:10]3[N:11]=[C:12]([CH2:22][NH:24][C:25]4[CH:26]=[C:27]([CH:30]=[CH:31][C:32]=4[CH2:33][N:34]([CH3:36])[CH3:35])[C:28]#[N:29])[NH:13][C:14]=3[C:15]3[CH:20]=[CH:19][CH:18]=[C:17]([CH3:21])[N:16]=3)[CH:7]=[CH:6][C:5]=12.